From a dataset of Catalyst prediction with 721,799 reactions and 888 catalyst types from USPTO. Predict which catalyst facilitates the given reaction. Reactant: [Br:1][C:2]1[CH:7]=[CH:6][C:5]([CH:8]([CH3:12])[C:9](O)=[O:10])=[CH:4][CH:3]=1.CN(C=O)C.C(Cl)(=O)C([Cl:21])=O. Product: [Br:1][C:2]1[CH:7]=[CH:6][C:5]([CH:8]([CH3:12])[C:9]([Cl:21])=[O:10])=[CH:4][CH:3]=1. The catalyst class is: 2.